This data is from NCI-60 drug combinations with 297,098 pairs across 59 cell lines. The task is: Regression. Given two drug SMILES strings and cell line genomic features, predict the synergy score measuring deviation from expected non-interaction effect. Drug 1: CC1C(C(=O)NC(C(=O)N2CCCC2C(=O)N(CC(=O)N(C(C(=O)O1)C(C)C)C)C)C(C)C)NC(=O)C3=C4C(=C(C=C3)C)OC5=C(C(=O)C(=C(C5=N4)C(=O)NC6C(OC(=O)C(N(C(=O)CN(C(=O)C7CCCN7C(=O)C(NC6=O)C(C)C)C)C)C(C)C)C)N)C. Drug 2: COCCOC1=C(C=C2C(=C1)C(=NC=N2)NC3=CC=CC(=C3)C#C)OCCOC.Cl. Cell line: MCF7. Synergy scores: CSS=3.27, Synergy_ZIP=-5.41, Synergy_Bliss=-4.81, Synergy_Loewe=-3.79, Synergy_HSA=-3.50.